This data is from Peptide-MHC class II binding affinity with 134,281 pairs from IEDB. The task is: Regression. Given a peptide amino acid sequence and an MHC pseudo amino acid sequence, predict their binding affinity value. This is MHC class II binding data. (1) The peptide sequence is MTRLVEDFSEAVGNS. The MHC is DRB1_0101 with pseudo-sequence DRB1_0101. The binding affinity (normalized) is 0.534. (2) The peptide sequence is ACSLFLNYAVSFNYF. The MHC is DRB1_1101 with pseudo-sequence DRB1_1101. The binding affinity (normalized) is 0.131. (3) The peptide sequence is AAATAGTTVQGAFAA. The binding affinity (normalized) is 0.375. The MHC is HLA-DQA10401-DQB10402 with pseudo-sequence HLA-DQA10401-DQB10402. (4) The peptide sequence is ATPPPPPPPQLGASP. The MHC is HLA-DQA10101-DQB10501 with pseudo-sequence HLA-DQA10101-DQB10501. The binding affinity (normalized) is 0. (5) The peptide sequence is MKDLDEPGHLAPTGM. The MHC is DRB1_1501 with pseudo-sequence DRB1_1501. The binding affinity (normalized) is 0.0757.